From a dataset of Retrosynthesis with 50K atom-mapped reactions and 10 reaction types from USPTO. Predict the reactants needed to synthesize the given product. (1) The reactants are: COc1cccc(N)c1.O=[N+]([O-])c1cnc(Cl)nc1Cl. Given the product COc1cccc(Nc2nc(Cl)ncc2[N+](=O)[O-])c1, predict the reactants needed to synthesize it. (2) Given the product CC(C)(C)OC(=O)N[C@@H](CC(=O)N1CCn2c(nnc2C(F)(F)F)C1)Cc1cc(F)c(F)cc1F, predict the reactants needed to synthesize it. The reactants are: CC(C)(C)OC(=O)NC(CC(=O)O)Cc1cc(F)c(F)cc1F.FC(F)(F)c1nnc2n1CCNC2. (3) Given the product CNC(=O)c1[nH]ncc1-c1csc(Nc2nccc(C)n2)n1, predict the reactants needed to synthesize it. The reactants are: CNC(=O)c1c(-c2csc(Nc3nccc(C)n3)n2)cnn1Cc1ccc(OC)cc1. (4) Given the product Cc1ncc(C2(CNC(=O)c3cccc(F)c3Cl)CCOCC2)cn1, predict the reactants needed to synthesize it. The reactants are: Cc1ncc(C2(CN)CCOCC2)cn1.O=C(O)c1cccc(F)c1Cl. (5) The reactants are: Cc1cc(B2OC(C)(C)C(C)(C)O2)ccc1C#N.O=C1COC2(CCN(S(=O)(=O)c3ccc(Br)cc3)CC2)CN1C1CC1. Given the product Cc1cc(-c2ccc(S(=O)(=O)N3CCC4(CC3)CN(C3CC3)C(=O)CO4)cc2)ccc1C#N, predict the reactants needed to synthesize it.